From a dataset of Reaction yield outcomes from USPTO patents with 853,638 reactions. Predict the reaction yield, written as a fraction of the theoretical maximum amount of product (1.0 means a 100% yield; for example, 0.34 means a 34% yield). (1) The reactants are [N+](C1C=CC(C([O:10][CH2:11][CH2:12][CH2:13][CH2:14][C@@H:15]([O:21][N+:22]([O-:24])=[O:23])[CH2:16][O:17][N+:18]([O-:20])=[O:19])=O)=CC=1)([O-])=O.[OH-].[Na+]. The catalyst is C1COCC1.CCO. The product is [N+:18]([O-:20])([O:17][CH2:16][C@H:15]([O:21][N+:22]([O-:24])=[O:23])[CH2:14][CH2:13][CH2:12][CH2:11][OH:10])=[O:19]. The yield is 0.810. (2) The reactants are [N:1]1[CH:6]=[CH:5][CH:4]=[C:3]([C:7]2[CH:8]=[C:9]3[C:15]([C:16]4[CH:17]=[C:18]([N:22]5[CH2:27][CH2:26][CH:25]([NH:28]C(=O)OC(C)(C)C)[CH2:24][CH2:23]5)[CH:19]=[N:20][CH:21]=4)=[N:14][N:13](C4CCCCO4)[C:10]3=[CH:11][N:12]=2)[CH:2]=1.C(Cl)Cl.FC(F)(F)C(O)=O. No catalyst specified. The product is [N:1]1[CH:6]=[CH:5][CH:4]=[C:3]([C:7]2[CH:8]=[C:9]3[C:15]([C:16]4[CH:17]=[C:18]([N:22]5[CH2:27][CH2:26][CH:25]([NH2:28])[CH2:24][CH2:23]5)[CH:19]=[N:20][CH:21]=4)=[N:14][NH:13][C:10]3=[CH:11][N:12]=2)[CH:2]=1. The yield is 0.330. (3) The reactants are [C:1]([C:5]1[O:9][N:8]=[C:7]([NH:10][C:11]([NH:13][C:14]2[CH:19]=[CH:18][CH:17]=[C:16]([O:20][C:21]3[C:30]4[C:25](=[CH:26][C:27]([O:33][CH2:34][CH2:35][CH2:36]Cl)=[C:28]([O:31][CH3:32])[CH:29]=4)[N:24]=[CH:23][N:22]=3)[CH:15]=2)=[O:12])[CH:6]=1)([CH3:4])([CH3:3])[CH3:2].[NH:38]1[CH2:42][CH2:41][C@H:40]([OH:43])[CH2:39]1.C(N(CC)C(C)C)(C)C. The catalyst is [I-].C([N+](CCCC)(CCCC)CCCC)CCC.CN(C)C=O. The product is [C:1]([C:5]1[O:9][N:8]=[C:7]([NH:10][C:11]([NH:13][C:14]2[CH:19]=[CH:18][CH:17]=[C:16]([O:20][C:21]3[C:30]4[C:25](=[CH:26][C:27]([O:33][CH2:34][CH2:35][CH2:36][N:38]5[CH2:42][CH2:41][C@H:40]([OH:43])[CH2:39]5)=[C:28]([O:31][CH3:32])[CH:29]=4)[N:24]=[CH:23][N:22]=3)[CH:15]=2)=[O:12])[CH:6]=1)([CH3:4])([CH3:3])[CH3:2]. The yield is 0.140.